Dataset: Forward reaction prediction with 1.9M reactions from USPTO patents (1976-2016). Task: Predict the product of the given reaction. (1) Given the reactants [N:1]1[CH:2]=[N:3][N:4]2[CH:9]=[C:8]([CH:10]=O)[CH:7]=[CH:6][C:5]=12.C1([C:18]2[CH:23]=[C:22]([CH3:24])[N:21]=[C:20]([CH:25](P(=O)([O-])[O-])NC3C=CC=CC=3)[C:19]=2C2C=CC=CC=2)C=CC=CC=1.C([O-])([O-])=[O:44].[Cs+].[Cs+].Cl, predict the reaction product. The product is: [N:1]1[CH:2]=[N:3][N:4]2[CH:9]=[C:8]([CH2:10][C:25]([C:20]3[CH:19]=[CH:18][CH:23]=[C:22]([CH3:24])[N:21]=3)=[O:44])[CH:7]=[CH:6][C:5]=12. (2) Given the reactants [CH2:1]([O:8][C:9]1[C:17]2[CH:16]([CH2:18][C:19]([O:21][CH2:22][CH3:23])=[O:20])[O:15][B:14]([OH:24])[C:13]=2[CH:12]=[C:11]([OH:25])[CH:10]=1)[C:2]1[CH:7]=[CH:6][CH:5]=[CH:4][CH:3]=1.C([O-])([O-])=O.[Cs+].[Cs+].Cl[C:33]1[CH:38]=[N:37][CH:36]=[CH:35][N:34]=1, predict the reaction product. The product is: [CH2:1]([O:8][C:9]1[C:17]2[CH:16]([CH2:18][C:19]([O:21][CH2:22][CH3:23])=[O:20])[O:15][B:14]([OH:24])[C:13]=2[CH:12]=[C:11]([O:25][C:33]2[CH:38]=[N:37][CH:36]=[CH:35][N:34]=2)[CH:10]=1)[C:2]1[CH:7]=[CH:6][CH:5]=[CH:4][CH:3]=1. (3) The product is: [CH3:1][C@@:2]12[C@:10]3([C:16]([CH2:18][OH:19])=[O:17])[O:11][C:12]([CH3:14])([CH3:15])[O:13][C@@H:9]3[CH2:8][C@H:7]1[C@@H:6]1[CH2:20][CH2:21][C:22]3[C@@:28]([CH3:29])([C@H:5]1[C@@H:4]([OH:32])[CH2:3]2)[CH:27]=[CH:26][C:24](=[O:25])[CH:23]=3. Given the reactants [CH3:1][C@@:2]12[C@:10]3([C:16]([CH2:18][OH:19])=[O:17])[O:11][C:12]([CH3:15])([CH3:14])[O:13][C@@H:9]3[CH2:8][C@H:7]1[C@@H:6]1[CH2:20][C@H:21](F)[C:22]3[C@@:28]([CH3:29])([C@@:5]1(F)[C@@H:4]([OH:32])[CH2:3]2)[CH:27]=[CH:26][C:24](=[O:25])[CH:23]=3.CCCCC(O[C@@]1(C(CO)=O)[C@@]2(C)C[C@H](O)[C@@H]3[C@]4(C)C(=CC(CC4)=O)CC[C@H]3[C@@H]2CC1)=O, predict the reaction product. (4) Given the reactants [NH2:1][CH2:2][C:3]1[CH:8]=[CH:7][C:6]([C:9]2[CH:10]=[CH:11][C:12](=[O:16])[N:13]([CH3:15])[CH:14]=2)=[C:5]([F:17])[CH:4]=1.[N:18]1[CH:23]=[CH:22][N:21]=[CH:20][C:19]=1[C:24]1[CH:32]=[CH:31][C:27]([C:28](O)=[O:29])=[CH:26][CH:25]=1.CN(C(ON1N=NC2C=CC=NC1=2)=[N+](C)C)C.F[P-](F)(F)(F)(F)F.C(N(CC)C(C)C)(C)C, predict the reaction product. The product is: [F:17][C:5]1[CH:4]=[C:3]([CH:8]=[CH:7][C:6]=1[C:9]1[CH:10]=[CH:11][C:12](=[O:16])[N:13]([CH3:15])[CH:14]=1)[CH2:2][NH:1][C:28](=[O:29])[C:27]1[CH:26]=[CH:25][C:24]([C:19]2[CH:20]=[N:21][CH:22]=[CH:23][N:18]=2)=[CH:32][CH:31]=1.